From a dataset of Reaction yield outcomes from USPTO patents with 853,638 reactions. Predict the reaction yield, written as a fraction of the theoretical maximum amount of product (1.0 means a 100% yield; for example, 0.34 means a 34% yield). (1) The reactants are [Cl:1][CH2:2][C:3]1[CH:8]=[CH:7][C:6]([C:9]2[CH:14]=[C:13]([O:15][CH3:16])[CH:12]=[CH:11][C:10]=2F)=[C:5]([C@H]2CCCC2(C)C)[CH:4]=1.ClCC1C=CC(C2C=[C:37]([O:39]C)[CH:36]=[CH:35][C:34]=2F)=C([C@@H]2CCCC2(C)C)C=1.S(Cl)(Cl)=O.C(Cl)Cl.CN(C=O)C. No catalyst specified. The product is [CH2:37]([O:39][C:5]1[CH:4]=[C:3]([CH2:2][Cl:1])[CH:8]=[CH:7][C:6]=1[C:9]1[CH:10]=[CH:11][CH:12]=[C:13]([O:15][CH3:16])[CH:14]=1)[CH2:36][CH2:35][CH3:34]. The yield is 0.870. (2) The reactants are [CH2:1]([O:11][C:12]1[CH:17]=[C:16]([C:18]2[CH:23]=[CH:22][CH:21]=[CH:20][CH:19]=2)[C:15]([O:24]COCCOC)=[C:14]([C:31]2[CH:36]=[CH:35][CH:34]=[CH:33][CH:32]=2)[CH:13]=1)[CH2:2][CH2:3][CH2:4][CH2:5][CH2:6][CH2:7][CH2:8][CH2:9][CH3:10]. The catalyst is C(Cl)Cl.[Zn+2].[Br-].[Br-]. The product is [C:31]1([C:14]2[CH:13]=[C:12]([O:11][CH2:1][CH2:2][CH2:3][CH2:4][CH2:5][CH2:6][CH2:7][CH2:8][CH2:9][CH3:10])[CH:17]=[C:16]([C:18]3[CH:19]=[CH:20][CH:21]=[CH:22][CH:23]=3)[C:15]=2[OH:24])[CH:32]=[CH:33][CH:34]=[CH:35][CH:36]=1. The yield is 0.790.